This data is from Catalyst prediction with 721,799 reactions and 888 catalyst types from USPTO. The task is: Predict which catalyst facilitates the given reaction. (1) Reactant: [CH3:1][C:2]1[N:7]=[C:6]([NH:8][CH2:9][C:10]2[CH:15]=[CH:14][C:13]([C:16]([F:19])([F:18])[F:17])=[CH:12][CH:11]=2)[N:5]=[C:4]([NH2:20])[C:3]=1[NH2:21].[CH:22]1([CH2:27][C:28](Cl)=[O:29])[CH2:26][CH2:25][CH2:24][CH2:23]1. Product: [NH2:20][C:4]1[C:3]([NH:21][C:28](=[O:29])[CH2:27][CH:22]2[CH2:26][CH2:25][CH2:24][CH2:23]2)=[C:2]([CH3:1])[N:7]=[C:6]([NH:8][CH2:9][C:10]2[CH:11]=[CH:12][C:13]([C:16]([F:18])([F:19])[F:17])=[CH:14][CH:15]=2)[N:5]=1. The catalyst class is: 10. (2) Reactant: [Li+].[OH-].[F:3][C:4]1[C:5]([NH:20][CH:21]([C:28]2([CH3:34])[CH2:33][CH2:32][CH2:31][CH2:30][CH2:29]2)[CH2:22][C:23]([O:25]CC)=[O:24])=[N:6][C:7]([C:10]2[C:18]3[C:13](=[N:14][CH:15]=[C:16]([F:19])[CH:17]=3)[NH:12][CH:11]=2)=[N:8][CH:9]=1. Product: [F:3][C:4]1[C:5]([NH:20][CH:21]([C:28]2([CH3:34])[CH2:33][CH2:32][CH2:31][CH2:30][CH2:29]2)[CH2:22][C:23]([OH:25])=[O:24])=[N:6][C:7]([C:10]2[C:18]3[C:13](=[N:14][CH:15]=[C:16]([F:19])[CH:17]=3)[NH:12][CH:11]=2)=[N:8][CH:9]=1. The catalyst class is: 90. (3) Reactant: [Cl:1][C:2]1[CH:7]=[CH:6][C:5]([CH2:8][C:9]([OH:11])=[O:10])=[CH:4][CH:3]=1.[N:12]1[CH:17]=[CH:16][C:15]([CH:18]=O)=[CH:14][CH:13]=1.C(OC(=O)C)(=O)C.C(N(CC)CC)C. Product: [Cl:1][C:2]1[CH:3]=[CH:4][C:5]([C:8](=[CH:18][C:15]2[CH:16]=[CH:17][N:12]=[CH:13][CH:14]=2)[C:9]([OH:11])=[O:10])=[CH:6][CH:7]=1. The catalyst class is: 84. (4) Reactant: [CH3:1]I.[Na].[NH2:4][C:5]1[CH:13]=[CH:12][C:11]([C:14]([C:16]2[N:24]3[C:19]([CH:20]=[CH:21][CH:22]=[CH:23]3)=[C:18]([O:25][CH3:26])[C:17]=2[CH3:27])=[O:15])=[CH:10][C:6]=1[C:7]([OH:9])=[O:8].O. Product: [NH2:4][C:5]1[CH:13]=[CH:12][C:11]([C:14]([C:16]2[N:24]3[C:19]([CH:20]=[CH:21][CH:22]=[CH:23]3)=[C:18]([O:25][CH3:26])[C:17]=2[CH3:27])=[O:15])=[CH:10][C:6]=1[C:7]([O:9][CH3:1])=[O:8]. The catalyst class is: 3. (5) Reactant: [C:1]([OH:10])(=[O:9])[C@@H:2]([C@H:4]([C:6]([OH:8])=[O:7])[OH:5])[OH:3].[CH3:11][C:12]([OH:15])([CH3:14])[CH3:13]. Product: [C:6]([CH:4]([CH:2]([C:1]([OH:10])=[O:9])[OH:3])[OH:5])([OH:8])=[O:7].[CH3:11][C:12]([OH:15])([CH3:14])[CH3:13]. The catalyst class is: 5. (6) Reactant: C([O:4][CH2:5][C:6]1[N:7]([CH2:23][C:24]2[CH:29]=[CH:28][N:27]=[CH:26][CH:25]=2)[C:8]([S:14][C:15]2[CH:20]=[C:19]([Cl:21])[CH:18]=[C:17]([Cl:22])[CH:16]=2)=[C:9]([CH:11]([CH3:13])[CH3:12])[N:10]=1)(=O)C.[OH-].[Na+]. Product: [OH:4][CH2:5][C:6]1[N:7]([CH2:23][C:24]2[CH:25]=[CH:26][N:27]=[CH:28][CH:29]=2)[C:8]([S:14][C:15]2[CH:16]=[C:17]([Cl:22])[CH:18]=[C:19]([Cl:21])[CH:20]=2)=[C:9]([CH:11]([CH3:13])[CH3:12])[N:10]=1. The catalyst class is: 8. (7) Reactant: [Cl:1][C:2]1[CH:3]=[CH:4][C:5]2[C:6]3[CH2:14][N:13]([CH3:15])[CH2:12][CH2:11][C:7]=3[NH:8][C:9]=2[CH:10]=1.N1CCC[C@H]1C(O)=O.P([O-])([O-])([O-])=O.[K+].[K+].[K+].Br[CH:33]=[C:34]([C:36]1[CH:37]=[CH:38][C:39]([CH3:42])=[N:40][CH:41]=1)[CH3:35]. Product: [Cl:1][C:2]1[CH:3]=[CH:4][C:5]2[C:6]3[CH2:14][N:13]([CH3:15])[CH2:12][CH2:11][C:7]=3[N:8](/[CH:33]=[C:34](/[C:36]3[CH:41]=[N:40][C:39]([CH3:42])=[CH:38][CH:37]=3)\[CH3:35])[C:9]=2[CH:10]=1. The catalyst class is: 122. (8) Reactant: [CH3:1][C@H:2]1[CH2:7][NH:6][C@H:5]([CH3:8])[CH2:4][NH:3]1.[ClH:9].Cl.C[C@H]1CN[C@H](C)CN1.Cl.C[C@H]1CN[C@H](C)CN1.FC1C=CC(C[Cl:34])=CC=1. Product: [ClH:34].[ClH:9].[ClH:34].[CH3:1][C@H:2]1[CH2:7][NH:6][C@H:5]([CH3:8])[CH2:4][NH:3]1. The catalyst class is: 5.